From a dataset of Catalyst prediction with 721,799 reactions and 888 catalyst types from USPTO. Predict which catalyst facilitates the given reaction. (1) Reactant: [C:1]([N:3]1[CH2:8][CH2:7][N:6]([C:9]([O:11][C:12]([CH3:15])([CH3:14])[CH3:13])=[O:10])[CH2:5][CH2:4]1)#[N:2].C(N(CC)CC)C.Cl.[OH:24][NH2:25]. Product: [OH:24]/[N:25]=[C:1](/[N:3]1[CH2:4][CH2:5][N:6]([C:9]([O:11][C:12]([CH3:15])([CH3:14])[CH3:13])=[O:10])[CH2:7][CH2:8]1)\[NH2:2]. The catalyst class is: 8. (2) Reactant: [CH2:1]([O:3][C:4]([N:6]1[C:15]2[C:10](=[CH:11][C:12]([C:16]([F:19])([F:18])[F:17])=[CH:13][CH:14]=2)[CH:9](Cl)[CH2:8][C@H:7]1[CH2:21][CH3:22])=[O:5])[CH3:2].[C:23](=[N:36][CH2:37][C:38]1[CH:43]=[C:42]([C:44]([F:47])([F:46])[F:45])[CH:41]=[C:40]([C:48]([F:51])([F:50])[F:49])[CH:39]=1)([C:30]1[CH:35]=[CH:34][CH:33]=[CH:32][CH:31]=1)[C:24]1[CH:29]=[CH:28][CH:27]=[CH:26][CH:25]=1.C[Si](C)(C)[N-][Si](C)(C)C.[Na+].C(OC(C)C)(C)C. Product: [CH2:1]([O:3][C:4]([N:6]1[C:15]2[C:10](=[CH:11][C:12]([C:16]([F:19])([F:18])[F:17])=[CH:13][CH:14]=2)[CH:9]([CH:37]([N:36]=[C:23]([C:30]2[CH:35]=[CH:34][CH:33]=[CH:32][CH:31]=2)[C:24]2[CH:25]=[CH:26][CH:27]=[CH:28][CH:29]=2)[C:38]2[CH:39]=[C:40]([C:48]([F:50])([F:51])[F:49])[CH:41]=[C:42]([C:44]([F:45])([F:46])[F:47])[CH:43]=2)[CH2:8][CH:7]1[CH2:21][CH3:22])=[O:5])[CH3:2]. The catalyst class is: 35. (3) Reactant: [CH:1]1([C:4]2[C:14]3[O:13][CH2:12][CH2:11][N:10](C(OC(C)(C)C)=O)[CH2:9][C:8]=3[CH:7]=[CH:6][CH:5]=2)[CH2:3][CH2:2]1.C(OCC)(=O)C.[ClH:28]. Product: [ClH:28].[CH:1]1([C:4]2[C:14]3[O:13][CH2:12][CH2:11][NH:10][CH2:9][C:8]=3[CH:7]=[CH:6][CH:5]=2)[CH2:3][CH2:2]1. The catalyst class is: 13. (4) Reactant: [CH3:1][NH:2][C:3]([C:5]1[CH:6]=[C:7]([CH:18]=[CH:19][CH:20]=1)[O:8][C:9]1[CH:14]=[CH:13][C:12]([N+:15]([O-])=O)=[CH:11][CH:10]=1)=[O:4]. Product: [CH3:1][NH:2][C:3]([C:5]1[CH:6]=[C:7]([CH:18]=[CH:19][CH:20]=1)[O:8][C:9]1[CH:14]=[CH:13][C:12]([NH2:15])=[CH:11][CH:10]=1)=[O:4]. The catalyst class is: 99. (5) Reactant: B.O1CCCC1.[Cl:7][C:8]1[C:13]([C:14](O)=[O:15])=[CH:12][N:11]=[CH:10][CH:9]=1.Cl. Product: [Cl:7][C:8]1[CH:9]=[CH:10][N:11]=[CH:12][C:13]=1[CH2:14][OH:15]. The catalyst class is: 7. (6) Reactant: Br[C:2]1[CH:7]=[CH:6][C:5]([C:8]2[N:9]=[CH:10][N:11]([CH3:15])[C:12]=2[CH:13]=[O:14])=[CH:4][CH:3]=1.[CH3:16][O:17][C:18]([C:20]1([C:23]2[CH:28]=[CH:27][C:26](B(O)O)=[CH:25][CH:24]=2)[CH2:22][CH2:21]1)=[O:19].C([O-])([O-])=O.[Na+].[Na+]. Product: [CH3:16][O:17][C:18]([C:20]1([C:23]2[CH:28]=[CH:27][C:26]([C:2]3[CH:7]=[CH:6][C:5]([C:8]4[N:9]=[CH:10][N:11]([CH3:15])[C:12]=4[CH:13]=[O:14])=[CH:4][CH:3]=3)=[CH:25][CH:24]=2)[CH2:22][CH2:21]1)=[O:19]. The catalyst class is: 755. (7) Reactant: [NH2:1][C:2]1[N:7]=[C:6]([C:8]2[O:9][CH:10]=[CH:11][CH:12]=2)[C:5]([C:13]#[N:14])=[C:4](S(C)=O)[N:3]=1.[NH2:18][CH2:19][CH2:20][NH:21][C:22]1[CH:27]=[CH:26][C:25]([N+:28]([O-:30])=[O:29])=[CH:24][N:23]=1. Product: [NH2:1][C:2]1[N:7]=[C:6]([C:8]2[O:9][CH:10]=[CH:11][CH:12]=2)[C:5]([C:13]#[N:14])=[C:4]([NH:18][CH2:19][CH2:20][NH:21][C:22]2[CH:27]=[CH:26][C:25]([N+:28]([O-:30])=[O:29])=[CH:24][N:23]=2)[N:3]=1. The catalyst class is: 57. (8) Reactant: F[C:2]1[CH:18]=[CH:17][C:5]([C:6]([NH:8][CH2:9][CH2:10][N:11]2[CH2:16][CH2:15][O:14][CH2:13][CH2:12]2)=[O:7])=[CH:4][C:3]=1[N+:19]([O-])=O.C(Cl)(=O)C([Cl:25])=O.F[C:29]1[CH:37]=[CH:36][C:32]([C:33](O)=O)=[CH:31][C:30]=1[N+]([O-])=O.[N:41]1([CH2:47][CH2:48][NH2:49])[CH2:46][CH2:45][O:44][CH2:43]C1.C[N:51]([CH:53]=O)C. Product: [Cl:25][C:29]1[CH:37]=[CH:36][C:32]([C:33]2[NH:51][CH:53]=[C:48]([C:47]3[N:41]([CH2:46][CH2:45][O:44][CH3:43])[C:2]4[CH:18]=[CH:17][C:5]([C:6]([NH:8][CH2:9][CH2:10][N:11]5[CH2:16][CH2:15][O:14][CH2:13][CH2:12]5)=[O:7])=[CH:4][C:3]=4[N:19]=3)[N:49]=2)=[CH:31][CH:30]=1. The catalyst class is: 326. (9) Reactant: [CH:1]1([NH:4][C:5]2[N:10]=[C:9]([O:11]C)[C:8]([C:13]3[CH:18]=[CH:17][C:16]([O:19][C:20]4[CH:25]=[CH:24][N:23]=[C:22]([C:26]5[CH:27]=[N:28][N:29]([CH3:31])[CH:30]=5)[CH:21]=4)=[C:15]([CH3:32])[N:14]=3)=[CH:7][N:6]=2)[CH2:3][CH2:2]1.Br. Product: [CH:1]1([NH:4][C:5]2[NH:10][C:9](=[O:11])[C:8]([C:13]3[CH:18]=[CH:17][C:16]([O:19][C:20]4[CH:25]=[CH:24][N:23]=[C:22]([C:26]5[CH:27]=[N:28][N:29]([CH3:31])[CH:30]=5)[CH:21]=4)=[C:15]([CH3:32])[N:14]=3)=[CH:7][N:6]=2)[CH2:3][CH2:2]1. The catalyst class is: 15.